From a dataset of Forward reaction prediction with 1.9M reactions from USPTO patents (1976-2016). Predict the product of the given reaction. (1) Given the reactants [OH:1][C:2]1([C:16]2[CH:21]=[CH:20][C:19]([CH:22]([CH3:24])[CH3:23])=[CH:18][C:17]=2[O:25][CH3:26])[C:10](=[O:11])[C:9]2[C:4](=[CH:5][CH:6]=[CH:7][C:8]=2[N+:12]([O-])=O)[C:3]1=[O:15].Cl.O, predict the reaction product. The product is: [NH2:12][C:8]1[CH:7]=[CH:6][CH:5]=[C:4]2[C:9]=1[C:10](=[O:11])[C:2]([OH:1])([C:16]1[CH:21]=[CH:20][C:19]([CH:22]([CH3:24])[CH3:23])=[CH:18][C:17]=1[O:25][CH3:26])[C:3]2=[O:15]. (2) Given the reactants [CH:1]1([CH2:4][O:5][C:6]2[CH:14]=[CH:13][C:9]([C:10]([OH:12])=O)=[CH:8][CH:7]=2)[CH2:3][CH2:2]1.[NH2:15][C:16]1[CH:17]=[C:18]2[C:22](=[CH:23][CH:24]=1)[NH:21][C:20]([C:25]([O:27][CH2:28][CH3:29])=[O:26])=[CH:19]2.Cl.C(N=C=NCCCN(C)C)C.ON1C2C=CC=CC=2N=N1, predict the reaction product. The product is: [CH:1]1([CH2:4][O:5][C:6]2[CH:7]=[CH:8][C:9]([C:10]([NH:15][C:16]3[CH:17]=[C:18]4[C:22](=[CH:23][CH:24]=3)[NH:21][C:20]([C:25]([O:27][CH2:28][CH3:29])=[O:26])=[CH:19]4)=[O:12])=[CH:13][CH:14]=2)[CH2:2][CH2:3]1. (3) Given the reactants C([O:8][CH2:9][CH2:10][C@H:11]1[CH2:15][N:14]([C:16]2[CH:17]=[N:18][C:19]([C:22]([F:25])([F:24])[F:23])=[CH:20][CH:21]=2)[C:13](=[O:26])[NH:12]1)C1C=CC=CC=1, predict the reaction product. The product is: [OH:8][CH2:9][CH2:10][C@H:11]1[CH2:15][N:14]([C:16]2[CH:17]=[N:18][C:19]([C:22]([F:25])([F:24])[F:23])=[CH:20][CH:21]=2)[C:13](=[O:26])[NH:12]1. (4) Given the reactants [NH2:1][C:2]1[CH:3]=[C:4]2[C:9](=[CH:10][CH:11]=1)[O:8][C:7]([CH3:13])([CH3:12])[CH:6]=[CH:5]2.Cl.[C:15]1(Cl)[C:21](=O)C(Cl)=C(Cl)[C:17](=O)[C:16]=1Cl.C(=O)([O-])O.[Na+], predict the reaction product. The product is: [CH3:12][C:7]1([CH3:13])[O:8][C:9]2=[CH:10][C:11]3[CH:21]=[CH:15][C:16]([CH3:17])=[N:1][C:2]=3[CH:3]=[C:4]2[CH:5]=[CH:6]1.